Dataset: Peptide-MHC class I binding affinity with 185,985 pairs from IEDB/IMGT. Task: Regression. Given a peptide amino acid sequence and an MHC pseudo amino acid sequence, predict their binding affinity value. This is MHC class I binding data. The peptide sequence is RSDSSLVD. The MHC is H-2-Kb with pseudo-sequence H-2-Kb. The binding affinity (normalized) is 0.0418.